Dataset: Cav3 T-type calcium channel HTS with 100,875 compounds. Task: Binary Classification. Given a drug SMILES string, predict its activity (active/inactive) in a high-throughput screening assay against a specified biological target. (1) The compound is O=C1N(C(=O)CC1NCc1cc2OCOc2cc1)Cc1cc2OCOc2cc1. The result is 0 (inactive). (2) The drug is O=C1N(CCN1Cc1ccc(cc1)C)CC(=O)NC(c1cc2OCCOc2cc1)C. The result is 0 (inactive). (3) The molecule is O(CC(=O)NCCCN1CC(CC(C1)C)C)c1c2c(n(c(=O)c1)C)cccc2. The result is 0 (inactive). (4) The drug is S(C1CCOC1=O)c1nc(nc2sc(c(c12)C)C)C. The result is 0 (inactive). (5) The molecule is O=C(N1CC(N(CC1)c1cc(OC)ccc1)C)c1ccc(oc1)=O. The result is 0 (inactive). (6) The molecule is O=C1CC(CC(N)=C1C(=O)CCC(OC)=O)(C)C. The result is 0 (inactive). (7) The molecule is S(c1n(Cc2ccc(OC)cc2)c(=O)c2c(n1)cccc2)CC(=O)NC(CC)C. The result is 0 (inactive).